From a dataset of NCI-60 drug combinations with 297,098 pairs across 59 cell lines. Regression. Given two drug SMILES strings and cell line genomic features, predict the synergy score measuring deviation from expected non-interaction effect. Drug 1: CCCCCOC(=O)NC1=NC(=O)N(C=C1F)C2C(C(C(O2)C)O)O. Drug 2: CCC1=C2CN3C(=CC4=C(C3=O)COC(=O)C4(CC)O)C2=NC5=C1C=C(C=C5)O. Cell line: DU-145. Synergy scores: CSS=56.5, Synergy_ZIP=5.22, Synergy_Bliss=2.37, Synergy_Loewe=-44.3, Synergy_HSA=-3.10.